This data is from Full USPTO retrosynthesis dataset with 1.9M reactions from patents (1976-2016). The task is: Predict the reactants needed to synthesize the given product. (1) The reactants are: OC1C=CC([C@H]2OC3C(=CC4C[C@@H](C(O)=O)N([C@H](C5C=CC=CC=5)CC)CC=4C=3)[N:10](C)[C:9]2=O)=CC=1.[CH3:36][O:37][C:38](=[O:89])[C@@H:39]([NH:54][C:55]([C@@H:57]1[CH2:70][C:69]2[CH:68]=[C:67]3[C:62]([O:63][C@H:64]([C:73]4[CH:78]=[CH:77][C:76]([OH:79])=[CH:75][CH:74]=4)[C:65](=[O:72])[N:66]3[CH3:71])=[CH:61][C:60]=2[CH2:59][N:58]1[C@H:80]([C:83]1[CH:88]=[CH:87][CH:86]=[CH:85][CH:84]=1)[CH2:81][CH3:82])=[O:56])[CH2:40][C:41]1[CH:46]=[CH:45][C:44]([C:47]2[CH:52]=[CH:51][C:50](Cl)=[CH:49][CH:48]=2)=[CH:43][CH:42]=1.COC(=O)[C@@H](NC([C@@H]1CC2C=C3C(O[C@H](C4C=CC(O)=CC=4)C(=O)N3C)=CC=2CN1[C@H](C1C=CC=CC=1)CC)=O)CC1C=CC(C2C=CC(F)=CC=2)=CC=1.COC(=O)[C@@H](NC([C@@H]1CC2C=C3C(O[C@H](C4C=CC(O)=CC=4)C(=O)N3C)=CC=2CN1[C@H](C1C=CC=CC=1)CC)=O)CC1C=CC(C2C=CC(OC)=CC=2)=CC=1. Given the product [CH3:36][O:37][C:38](=[O:89])[C@@H:39]([NH:54][C:55]([C@@H:57]1[CH2:70][C:69]2[CH:68]=[C:67]3[C:62]([O:63][C@H:64]([C:73]4[CH:78]=[CH:77][C:76]([OH:79])=[CH:75][CH:74]=4)[C:65](=[O:72])[N:66]3[CH3:71])=[CH:61][C:60]=2[CH2:59][N:58]1[C@H:80]([C:83]1[CH:88]=[CH:87][CH:86]=[CH:85][CH:84]=1)[CH2:81][CH3:82])=[O:56])[CH2:40][C:41]1[CH:46]=[CH:45][C:44]([C:47]2[CH:52]=[CH:51][C:50]([C:9]#[N:10])=[CH:49][CH:48]=2)=[CH:43][CH:42]=1, predict the reactants needed to synthesize it. (2) Given the product [F:42][C:2]([F:1])([F:41])[C:3]1[N:7]2[N:8]=[C:9]([N:12]3[CH2:13][CH2:14][CH:15]([C:18]4[CH:19]=[CH:20][C:21]([O:22][CH2:23][CH2:24][CH2:25][N:26]5[CH2:31][CH2:30][N:29]([C:32]([O:34][C:35]([CH3:36])([CH3:37])[CH3:38])=[O:33])[CH2:28][CH2:27]5)=[CH:39][CH:40]=4)[CH2:16][CH2:17]3)[CH2:10][CH2:11][C:6]2=[N:5][N:4]=1, predict the reactants needed to synthesize it. The reactants are: [F:1][C:2]([F:42])([F:41])[C:3]1[N:7]2[N:8]=[C:9]([N:12]3[CH2:17][CH2:16][CH:15]([C:18]4[CH:40]=[CH:39][C:21]([O:22][CH2:23][CH2:24][CH2:25][N:26]5[CH2:31][CH2:30][N:29]([C:32]([O:34][C:35]([CH3:38])([CH3:37])[CH3:36])=[O:33])[CH2:28][CH2:27]5)=[CH:20][CH:19]=4)[CH2:14][CH2:13]3)[CH:10]=[CH:11][C:6]2=[N:5][N:4]=1.C([O-])=O.[NH4+]. (3) Given the product [CH3:37][O:36][C:34]1[CH:35]=[C:27]([NH:26][C:22]2[CH:21]=[C:20]([O:19][C:12]3[C:13]4[C:18](=[CH:17][CH:16]=[CH:15][CH:14]=4)[C:9]([NH:8][C:6](=[O:7])[O:5][C:1]([CH3:3])([CH3:2])[CH3:4])=[CH:10][CH:11]=3)[CH:25]=[CH:24][N:23]=2)[CH:28]=[C:29]([C:30](=[O:31])[NH:47][CH2:46][CH2:45][CH2:44][N:41]2[CH2:42][CH2:43][O:38][CH2:39][CH2:40]2)[CH:33]=1, predict the reactants needed to synthesize it. The reactants are: [C:1]([O:5][C:6]([NH:8][C:9]1[C:18]2[C:13](=[CH:14][CH:15]=[CH:16][CH:17]=2)[C:12]([O:19][C:20]2[CH:25]=[CH:24][N:23]=[C:22]([NH:26][C:27]3[CH:28]=[C:29]([CH:33]=[C:34]([O:36][CH3:37])[CH:35]=3)[C:30](O)=[O:31])[CH:21]=2)=[CH:11][CH:10]=1)=[O:7])([CH3:4])([CH3:3])[CH3:2].[O:38]1[CH2:43][CH2:42][N:41]([CH2:44][CH2:45][CH2:46][NH2:47])[CH2:40][CH2:39]1.CCN(C(C)C)C(C)C.CN(C(ON1N=NC2C=CC=NC1=2)=[N+](C)C)C.F[P-](F)(F)(F)(F)F. (4) Given the product [NH2:15][C:14]1[S:13][C:8]2[CH:7]=[C:6]([C:3](=[O:5])[CH3:4])[CH:12]=[CH:11][C:9]=2[N:10]=1, predict the reactants needed to synthesize it. The reactants are: BrBr.[C:3]([C:6]1[CH:12]=[CH:11][C:9]([NH2:10])=[CH:8][CH:7]=1)(=[O:5])[CH3:4].[S-:13][C:14]#[N:15].[Na+]. (5) Given the product [ClH:25].[CH3:21][S:22]([N:1]1[CH2:5][CH2:4][CH:3]([NH2:6])[CH2:2]1)(=[O:24])=[O:23], predict the reactants needed to synthesize it. The reactants are: [NH:1]1[CH2:5][CH2:4][CH:3]([NH:6]C(=O)OC(C)(C)C)[CH2:2]1.C(N(CC)CC)C.[CH3:21][S:22]([Cl:25])(=[O:24])=[O:23].C(OCC)(=O)C. (6) Given the product [F:37][C:34]1[CH:35]=[CH:36][C:7]([CH2:6][CH2:5][NH:4][C:1](=[O:3])[CH3:2])=[C:8]([O:9][CH2:10][CH2:11][O:12][CH:13]2[CH:18]([C:19]3[CH:24]=[CH:23][CH:22]=[CH:21][C:20]=3[O:41][C@H:38]3[CH2:2][CH2:1][N:4]([C:48]4[CH:49]=[CH:50][CH:51]=[CH:52][CH:53]=4)[CH2:5]3)[CH2:17][CH2:16][NH:15][CH2:14]2)[CH:33]=1, predict the reactants needed to synthesize it. The reactants are: [C:1]([NH:4][CH2:5][CH2:6][C:7]1[CH:36]=[CH:35][C:34]([F:37])=[CH:33][C:8]=1[O:9][CH2:10][CH2:11][O:12][CH:13]1[CH:18]([C:19]2[CH:24]=[CH:23][C:22](O)=[CH:21][CH:20]=2)[CH2:17][CH2:16][N:15](C(OC(C)(C)C)=O)[CH2:14]1)(=[O:3])[CH3:2].[C:38](=[O:41])([O-])O.[Na+].ClC(OC[C:48]1[CH:53]=[CH:52][CH:51]=[CH:50][CH:49]=1)=O.O.